This data is from Forward reaction prediction with 1.9M reactions from USPTO patents (1976-2016). The task is: Predict the product of the given reaction. (1) Given the reactants [CH3:1][O:2][C:3]1[CH:8]=[CH:7][C:6]([C:9]2[O:13][C:12]([C:14]3[CH:22]=[C:21]4[C:17]([CH:18]=[C:19]([C:23]5[C:28]([CH3:29])=[CH:27][C:26]([CH2:30][CH2:31][C:32]([O:34]C)=[O:33])=[CH:25][C:24]=5[CH3:36])[NH:20]4)=[CH:16][CH:15]=3)=[N:11][N:10]=2)=[CH:5][CH:4]=1.[OH-].[Na+].C1COCC1, predict the reaction product. The product is: [CH3:1][O:2][C:3]1[CH:8]=[CH:7][C:6]([C:9]2[O:13][C:12]([C:14]3[CH:22]=[C:21]4[C:17]([CH:18]=[C:19]([C:23]5[C:28]([CH3:29])=[CH:27][C:26]([CH2:30][CH2:31][C:32]([OH:34])=[O:33])=[CH:25][C:24]=5[CH3:36])[NH:20]4)=[CH:16][CH:15]=3)=[N:11][N:10]=2)=[CH:5][CH:4]=1. (2) Given the reactants I/[C:2](/[C:20]1[CH:25]=[CH:24][C:23]([C:26]([F:29])([F:28])[F:27])=[CH:22][CH:21]=1)=[CH:3]\[CH2:4][S:5][C:6]1[CH:18]=[CH:17][C:9]([O:10][CH2:11][C:12]([O:14][CH2:15][CH3:16])=[O:13])=[C:8]([CH3:19])[CH:7]=1.[S:30]1[C:34]([Sn](CCCC)(CCCC)CCCC)=[CH:33][C:32]2[CH:48]=[CH:49][CH:50]=[CH:51][C:31]1=2.C(Cl)(Cl)Cl.C(P(C(C)(C)C)C(C)(C)C)(C)(C)C.C1CCCCC1.[F-].[K+], predict the reaction product. The product is: [S:30]1[C:34](/[C:2](/[C:20]2[CH:25]=[CH:24][C:23]([C:26]([F:29])([F:28])[F:27])=[CH:22][CH:21]=2)=[CH:3]\[CH2:4][S:5][C:6]2[CH:18]=[CH:17][C:9]([O:10][CH2:11][C:12]([O:14][CH2:15][CH3:16])=[O:13])=[C:8]([CH3:19])[CH:7]=2)=[CH:33][C:32]2[CH:48]=[CH:49][CH:50]=[CH:51][C:31]1=2. (3) Given the reactants [CH3:1][C:2]1[N:6]=[C:5]([N:7]2[CH2:12][CH2:11][C:10](=O)[CH2:9][CH2:8]2)[S:4][N:3]=1.[CH3:14][N:15]([CH3:32])[C:16]1[CH:17]=[C:18]([C:22]2[C:23]3[N:24]([N:28]=[C:29]([NH2:31])[N:30]=3)[CH:25]=[CH:26][CH:27]=2)[CH:19]=[CH:20][CH:21]=1, predict the reaction product. The product is: [CH3:14][N:15]([CH3:32])[C:16]1[CH:17]=[C:18]([C:22]2[C:23]3[N:24]([N:28]=[C:29]([NH:31][CH:10]4[CH2:11][CH2:12][N:7]([C:5]5[S:4][N:3]=[C:2]([CH3:1])[N:6]=5)[CH2:8][CH2:9]4)[N:30]=3)[CH:25]=[CH:26][CH:27]=2)[CH:19]=[CH:20][CH:21]=1. (4) Given the reactants [CH3:1][CH:2]([CH2:4][N:5]1[C:9]2C3C=CC=CC=3N=C(N)C=2N=[CH:6]1)C.C[C@@H](O)CCCC[N:25]1C(=O)N(C)C2N=CN(C)[C:28]=2[C:26]1=[O:27].C[C:40]1[C:45](OC)=[C:44](C/C=C(/CCC(OCCN2CCOCC2)=O)\C)[C:43](O)=[C:42]2[C:66]([O:68]C[C:41]=12)=[O:67], predict the reaction product. The product is: [CH3:1][CH:2]([OH:27])[CH2:4][N:5]([CH3:9])[CH3:6].[CH3:28][C:26]([NH:25][C:45]1[CH:40]=[CH:41][C:42]([C:66]([OH:68])=[O:67])=[CH:43][CH:44]=1)=[O:27]. (5) Given the reactants [CH:1]([C:4]1[CH:5]=[C:6]([NH:10][C:11]2[S:12][C:13]3[CH:19]=[CH:18][C:17]([O:20]C)=[CH:16][C:14]=3[N:15]=2)[CH:7]=[CH:8][CH:9]=1)([CH3:3])[CH3:2].Br.C(=O)([O-])[O-].[Na+].[Na+], predict the reaction product. The product is: [CH:1]([C:4]1[CH:5]=[C:6]([NH:10][C:11]2[S:12][C:13]3[CH:19]=[CH:18][C:17]([OH:20])=[CH:16][C:14]=3[N:15]=2)[CH:7]=[CH:8][CH:9]=1)([CH3:3])[CH3:2]. (6) The product is: [NH2:25][C:2]1[N:11]=[C:10]([NH:16][NH:15][C:17](=[O:24])[CH2:18][C:19]([O:21][CH2:22][CH3:23])=[O:20])[C:9]2[C:4](=[C:5]([O:13][CH3:14])[CH:6]=[CH:7][CH:8]=2)[N:3]=1. Given the reactants Cl[C:2]1[N:11]=[C:10](Cl)[C:9]2[C:4](=[C:5]([O:13][CH3:14])[CH:6]=[CH:7][CH:8]=2)[N:3]=1.[NH:15]([C:17](=[O:24])[CH2:18][C:19]([O:21][CH2:22][CH3:23])=[O:20])[NH2:16].[NH3:25], predict the reaction product. (7) Given the reactants [Br:1][C:2]1[CH:8]=[C:7]([CH:9]([CH3:11])[CH3:10])[C:5](N)=[C:4]([CH:12]([CH3:14])[CH3:13])[CH:3]=1.N([O-])=O.[Na+].[PH2](O)=O, predict the reaction product. The product is: [Br:1][C:2]1[CH:8]=[C:7]([CH:9]([CH3:10])[CH3:11])[CH:5]=[C:4]([CH:12]([CH3:14])[CH3:13])[CH:3]=1.